This data is from Forward reaction prediction with 1.9M reactions from USPTO patents (1976-2016). The task is: Predict the product of the given reaction. (1) Given the reactants [NH2:1][C:2]1[C:3]([O:17][CH3:18])=[C:4]([NH:12][S:13]([CH3:16])(=[O:15])=[O:14])[CH:5]=[C:6]([C:8]([CH3:11])([CH3:10])[CH3:9])[CH:7]=1.C[O:20][C:21](=O)[C:22]1[CH:27]=[CH:26][C:25]([CH3:28])=[C:24]([N:29]2[CH:33]=[C:32]([C:34]3[CH:35]=[N:36][N:37]([C:41]4[CH:46]=[CH:45][CH:44]=[CH:43][CH:42]=4)[C:38]=3[CH2:39][CH3:40])[N:31]=[CH:30]2)[CH:23]=1, predict the reaction product. The product is: [C:8]([C:6]1[CH:5]=[C:4]([NH:12][S:13]([CH3:16])(=[O:15])=[O:14])[C:3]([O:17][CH3:18])=[C:2]([NH:1][C:21](=[O:20])[C:22]2[CH:27]=[CH:26][C:25]([CH3:28])=[C:24]([N:29]3[CH:33]=[C:32]([C:34]4[CH:35]=[N:36][N:37]([C:41]5[CH:46]=[CH:45][CH:44]=[CH:43][CH:42]=5)[C:38]=4[CH2:39][CH3:40])[N:31]=[CH:30]3)[CH:23]=2)[CH:7]=1)([CH3:10])([CH3:11])[CH3:9]. (2) Given the reactants S([C:5]1C=CC(C)=CC=1)(O)(=O)=O.N1C=CC=CC=1.[OH:18][C@@H:19]1[CH2:36][C@@:34]2([CH3:35])[C@@H:30]([C@@H:31]3[CH2:38][C@@H:32]3[C:33]2=[O:37])[C@H:29]2[C@H:20]1[C@:21]1([CH3:40])[C:26]([CH2:27][CH2:28]2)=[CH:25][C:24](=[O:39])[CH2:23][CH2:22]1.C(N(CC)CC)C.CO, predict the reaction product. The product is: [OH:18][C@@H:19]1[CH2:36][C@@:34]2([CH3:35])[C@@H:30]([C@@H:31]3[CH2:38][C@@H:32]3[C:33]2=[O:37])[C@H:29]2[C@H:20]1[C@:21]1([CH3:40])[C:26](=[CH:27][CH2:28]2)[CH:25]=[C:24]([O:39][CH3:5])[CH2:23][CH2:22]1. (3) The product is: [OH:27][CH2:26][C@@H:8]([NH:7][C:28](=[O:30])[CH3:29])[CH2:9][C:10]1[CH:11]=[C:12]([I:25])[C:13]([O:14][C:15]2[CH:16]=[CH:17][C:18]([OH:21])=[CH:19][CH:20]=2)=[C:22]([I:24])[CH:23]=1. Given the reactants N1C=CC=CC=1.[NH2:7][C@H:8]([CH2:26][OH:27])[CH2:9][C:10]1[CH:23]=[C:22]([I:24])[C:13]([O:14][C:15]2[CH:20]=[CH:19][C:18]([OH:21])=[CH:17][CH:16]=2)=[C:12]([I:25])[CH:11]=1.[C:28](OC(=O)C)(=[O:30])[CH3:29].Cl, predict the reaction product. (4) The product is: [C:29]([O:28][C:26](=[O:27])[NH:25][C@H:15]([C:16]([N:18]1[CH2:22][CH2:21][C:20]([F:24])([F:23])[CH2:19]1)=[O:17])[C@H:14]([C:11]1[CH:12]=[CH:13][C:8]([OH:7])=[CH:9][C:10]=1[F:34])[CH3:33])([CH3:30])([CH3:31])[CH3:32]. Given the reactants C(OC(=O)[O:7][C:8]1[CH:13]=[CH:12][C:11]([C@H:14]([CH3:33])[C@H:15]([NH:25][C:26]([O:28][C:29]([CH3:32])([CH3:31])[CH3:30])=[O:27])[C:16]([N:18]2[CH2:22][CH2:21][C:20]([F:24])([F:23])[CH2:19]2)=[O:17])=[C:10]([F:34])[CH:9]=1)(C)(C)C.N1CCCCC1, predict the reaction product. (5) Given the reactants [OH:1][C@@H:2]([CH2:18][N:19]1[CH2:24][CH2:23][O:22][CH2:21][CH2:20]1)[CH2:3][N:4]1[CH2:10][CH2:9][CH2:8][C:7]2[NH:11][C:12]([CH:15]=O)=[C:13]([CH3:14])[C:6]=2[C:5]1=[O:17].[CH3:25][C:26]1[CH:34]=[CH:33][CH:32]=[C:31]2[C:27]=1[CH2:28][C:29](=[O:35])[NH:30]2.N1CCCCC1, predict the reaction product. The product is: [OH:1][C@@H:2]([CH2:18][N:19]1[CH2:24][CH2:23][O:22][CH2:21][CH2:20]1)[CH2:3][N:4]1[CH2:10][CH2:9][CH2:8][C:7]2[NH:11][C:12](/[CH:15]=[C:28]3\[C:29](=[O:35])[NH:30][C:31]4[C:27]\3=[C:26]([CH3:25])[CH:34]=[CH:33][CH:32]=4)=[C:13]([CH3:14])[C:6]=2[C:5]1=[O:17]. (6) The product is: [C:50]([OH:57])(=[O:56])/[CH:51]=[CH:52]/[C:53]([OH:55])=[O:54].[CH:48]([NH:47][C:35]1[CH:34]=[C:33]([C@@H:31]([OH:32])[CH2:30][NH:8][CH2:9][CH2:10][CH2:11][CH2:12][CH2:13][CH2:14][O:15][CH2:16][CH2:17][CH2:18][CH2:19][C:20]2[CH:21]=[C:22]([S:26]([NH2:29])(=[O:28])=[O:27])[CH:23]=[CH:24][CH:25]=2)[CH:38]=[CH:37][C:36]=1[OH:39])=[O:49]. Given the reactants C([N:8]([CH2:30][C@@H:31]([C:33]1[CH:38]=[CH:37][C:36]([O:39]CC2C=CC=CC=2)=[C:35]([NH:47][CH:48]=[O:49])[CH:34]=1)[OH:32])[CH2:9][CH2:10][CH2:11][CH2:12][CH2:13][CH2:14][O:15][CH2:16][CH2:17][C:18]#[C:19][C:20]1[CH:21]=[C:22]([S:26]([NH2:29])(=[O:28])=[O:27])[CH:23]=[CH:24][CH:25]=1)C1C=CC=CC=1.[C:50]([OH:57])(=[O:56])/[CH:51]=[CH:52]/[C:53]([OH:55])=[O:54], predict the reaction product. (7) Given the reactants Cl[C:2]1[N:7]=[C:6]([NH:8][C:9]2[CH:14]=[CH:13][CH:12]=[C:11]([OH:15])[CH:10]=2)[C:5]([F:16])=[CH:4][N:3]=1.[CH3:17][O:18][C:19]1[CH:20]=[C:21]([CH:23]=[C:24]([O:28][CH3:29])[C:25]=1[O:26][CH3:27])[NH2:22], predict the reaction product. The product is: [F:16][C:5]1[C:6]([NH:8][C:9]2[CH:14]=[CH:13][CH:12]=[C:11]([OH:15])[CH:10]=2)=[N:7][C:2]([NH:22][C:21]2[CH:23]=[C:24]([O:28][CH3:29])[C:25]([O:26][CH3:27])=[C:19]([O:18][CH3:17])[CH:20]=2)=[N:3][CH:4]=1.